From a dataset of Full USPTO retrosynthesis dataset with 1.9M reactions from patents (1976-2016). Predict the reactants needed to synthesize the given product. (1) The reactants are: [CH2:1]([O:3][C:4]([C:6]1([NH:11][C:12]([CH:14]2[CH2:18][CH:17]([O:19][C:20]3[C:29]4[C:24](=[C:25]([CH3:32])[C:26]([O:30][CH3:31])=[CH:27][CH:28]=4)[N:23]=[C:22]([C:33]4[CH:38]=[CH:37][CH:36]=[C:35]([CH3:39])[N:34]=4)[CH:21]=3)[CH2:16][CH:15]2[C:40](=[O:49])[N:41]([CH2:43][CH2:44][CH2:45][CH2:46]C=C)[CH3:42])=[O:13])[CH2:8][CH:7]1[CH:9]=[CH2:10])=[O:5])[CH3:2]. Given the product [CH2:1]([O:3][C:4]([C:6]12[CH2:8][CH:7]1[CH:9]=[CH:10][CH2:46][CH2:45][CH2:44][CH2:43][N:41]([CH3:42])[C:40](=[O:49])[CH:15]1[CH:14]([CH2:18][CH:17]([O:19][C:20]3[C:29]4[C:24](=[C:25]([CH3:32])[C:26]([O:30][CH3:31])=[CH:27][CH:28]=4)[N:23]=[C:22]([C:33]4[CH:38]=[CH:37][CH:36]=[C:35]([CH3:39])[N:34]=4)[CH:21]=3)[CH2:16]1)[C:12](=[O:13])[NH:11]2)=[O:5])[CH3:2], predict the reactants needed to synthesize it. (2) Given the product [N:1]1([C:6]2[N:11]=[C:10]([CH2:12][OH:13])[CH:9]=[CH:8][CH:7]=2)[CH:5]=[CH:4][CH:3]=[N:2]1, predict the reactants needed to synthesize it. The reactants are: [N:1]1([C:6]2[N:11]=[C:10]([C:12](OC)=[O:13])[CH:9]=[CH:8][CH:7]=2)[CH:5]=[CH:4][CH:3]=[N:2]1.[BH4-].[Na+]. (3) Given the product [F:1][C:2]([F:7])([F:6])[C:3]([OH:5])=[O:4].[N:37]1([C:40]2[CH:45]=[CH:44][CH:43]=[CH:42][N:41]=2)[CH2:38][CH2:39][CH:34]([NH:33][C:31](=[O:32])[NH:30][CH2:29][CH2:28][NH:27][C:26]([C:24]2[N:23]=[C:22]3[C:18]([N:19]=[CH:20][N:21]3[C@@H:47]3[CH2:51][C@H:50]([NH:52][C:53](=[O:54])[CH2:55][OH:56])[C@@H:49]([OH:60])[C@H:48]3[OH:61])=[C:17]([NH:16][CH2:15][CH:14]([C:62]3[CH:63]=[CH:64][CH:65]=[CH:66][CH:67]=3)[C:8]3[CH:9]=[CH:10][CH:11]=[CH:12][CH:13]=3)[N:25]=2)=[O:46])[CH2:35][CH2:36]1, predict the reactants needed to synthesize it. The reactants are: [F:1][C:2]([F:7])([F:6])[C:3]([OH:5])=[O:4].[C:8]1([CH:14]([C:62]2[CH:67]=[CH:66][CH:65]=[CH:64][CH:63]=2)[CH2:15][NH:16][C:17]2[N:25]=[C:24]([C:26](=[O:46])[NH:27][CH2:28][CH2:29][NH:30][C:31]([NH:33][CH:34]3[CH2:39][CH2:38][N:37]([C:40]4[CH:45]=[CH:44][CH:43]=[CH:42][N:41]=4)[CH2:36][CH2:35]3)=[O:32])[N:23]=[C:22]3[C:18]=2[N:19]=[CH:20][N:21]3[C@@H:47]2[CH2:51][C@H:50]([NH:52][C:53]([CH2:55][O:56]C(=O)C)=[O:54])[C@@H:49]([OH:60])[C@H:48]2[OH:61])[CH:13]=[CH:12][CH:11]=[CH:10][CH:9]=1.C(=O)([O-])[O-].[K+].[K+]. (4) Given the product [ClH:44].[NH2:8][C@@H:9]1[C@H:14]([NH:15][C:16]2[N:21]=[C:20]([C:22]3[CH:23]=[N:24][N:25]4[CH:30]=[CH:29][C:28]([CH3:31])=[CH:27][C:26]=34)[C:19]3[C:32](=[O:42])[NH:33][CH2:34][C:18]=3[C:17]=2[F:43])[CH2:13][CH2:12][O:11][CH2:10]1, predict the reactants needed to synthesize it. The reactants are: C(OC([NH:8][C@@H:9]1[C@H:14]([NH:15][C:16]2[N:21]=[C:20]([C:22]3[CH:23]=[N:24][N:25]4[CH:30]=[CH:29][C:28]([CH3:31])=[CH:27][C:26]=34)[C:19]3[C:32](=[O:42])[N:33](C(OC(C)(C)C)=O)[CH2:34][C:18]=3[C:17]=2[F:43])[CH2:13][CH2:12][O:11][CH2:10]1)=O)(C)(C)C.[ClH:44].